Predict the reactants needed to synthesize the given product. From a dataset of Full USPTO retrosynthesis dataset with 1.9M reactions from patents (1976-2016). Given the product [Si:9]([O:16][CH2:17][CH2:18][CH2:19][N:20]([C:7]#[N:6])[C:21]1[CH:22]=[CH:23][C:24]([N:27]2[CH2:31][C@H:30]([CH2:32][NH:33][C:34]([C:36]3[S:37][C:38]([Cl:41])=[CH:39][CH:40]=3)=[O:35])[O:29][C:28]2=[O:42])=[CH:25][CH:26]=1)([C:12]([CH3:15])([CH3:13])[CH3:14])([CH3:11])[CH3:10], predict the reactants needed to synthesize it. The reactants are: C(=O)(O)[O-].[Na+].[N:6]#[C:7]Br.[Si:9]([O:16][CH2:17][CH2:18][CH2:19][NH:20][C:21]1[CH:26]=[CH:25][C:24]([N:27]2[CH2:31][C@H:30]([CH2:32][NH:33][C:34]([C:36]3[S:37][C:38]([Cl:41])=[CH:39][CH:40]=3)=[O:35])[O:29][C:28]2=[O:42])=[CH:23][CH:22]=1)([C:12]([CH3:15])([CH3:14])[CH3:13])([CH3:11])[CH3:10].O.